Dataset: Full USPTO retrosynthesis dataset with 1.9M reactions from patents (1976-2016). Task: Predict the reactants needed to synthesize the given product. Given the product [CH:1]1([C:6]2[CH:11]=[CH:10][C:9]([CH:13]=[O:14])=[C:8]([OH:12])[CH:7]=2)[CH2:2][CH2:3][CH2:4][CH2:5]1, predict the reactants needed to synthesize it. The reactants are: [CH:1]1([C:6]2[CH:7]=[C:8]([OH:12])[CH:9]=[CH:10][CH:11]=2)[CH2:5][CH2:4][CH2:3][CH2:2]1.[CH2:13]=[O:14].O.C(Cl)Cl.